Dataset: Forward reaction prediction with 1.9M reactions from USPTO patents (1976-2016). Task: Predict the product of the given reaction. (1) Given the reactants [CH2:1]([O:3][C:4]([C:6]1[NH:7][C:8]2[C:13]([C:14]=1[C:15]([C:17]1[C:26]3[C:21](=[CH:22][CH:23]=[CH:24][CH:25]=3)[CH:20]=[CH:19][CH:18]=1)=O)=[CH:12][CH:11]=[CH:10][CH:9]=2)=[O:5])[CH3:2].C([SiH](CC)CC)C, predict the reaction product. The product is: [CH2:1]([O:3][C:4]([C:6]1[NH:7][C:8]2[C:13]([C:14]=1[CH2:15][C:17]1[C:26]3[C:21](=[CH:22][CH:23]=[CH:24][CH:25]=3)[CH:20]=[CH:19][CH:18]=1)=[CH:12][CH:11]=[CH:10][CH:9]=2)=[O:5])[CH3:2]. (2) Given the reactants [CH3:1][C:2]([CH3:12])([CH3:11])[C:3](=[O:10])[CH2:4][N:5]1[CH:9]=[N:8][CH:7]=[N:6]1.[CH3:13][C:14](C)([O-])[CH3:15].[K+].BrCCC[N:23]1[C:31]2[C:26](=[CH:27][CH:28]=[CH:29][C:30]=2[Cl:32])[CH:25]=[CH:24]1.[I-].[K+], predict the reaction product. The product is: [Cl:32][C:30]1[CH:29]=[CH:28][CH:27]=[C:26]2[C:31]=1[NH:23][C:24]([CH2:13][CH2:14][CH2:15][CH:4]([N:5]1[CH:9]=[N:8][CH:7]=[N:6]1)[C:3](=[O:10])[C:2]([CH3:12])([CH3:11])[CH3:1])=[CH:25]2.